The task is: Predict which catalyst facilitates the given reaction.. This data is from Catalyst prediction with 721,799 reactions and 888 catalyst types from USPTO. (1) Reactant: [NH2:1][C:2]1[CH2:11][CH2:10][C:5]2([O:9][CH2:8][CH2:7][O:6]2)[CH2:4][C:3]=1[C:12]([O:14][CH2:15][CH3:16])=[O:13].C(O)(C(F)(F)F)=O.[BH4-].[Na+]. Product: [NH2:1][CH:2]1[CH2:11][CH2:10][C:5]2([O:9][CH2:8][CH2:7][O:6]2)[CH2:4][CH:3]1[C:12]([O:14][CH2:15][CH3:16])=[O:13]. The catalyst class is: 1. (2) Reactant: [CH3:1][O:2][C:3](=[O:38])[CH2:4][O:5][CH2:6][CH2:7][CH2:8][O:9][CH2:10][CH2:11][NH:12][C:13]1[CH:18]=[CH:17][CH:16]=[CH:15][C:14]=1[S:19](=[O:37])(=[O:36])[NH:20][C:21]([C@@:23]1([NH:28]C(OC(C)(C)C)=O)[CH2:25][C@H:24]1[CH:26]=[CH2:27])=[O:22].C(O)(C(F)(F)F)=O. Product: [CH3:1][O:2][C:3](=[O:38])[CH2:4][O:5][CH2:6][CH2:7][CH2:8][O:9][CH2:10][CH2:11][NH:12][C:13]1[CH:18]=[CH:17][CH:16]=[CH:15][C:14]=1[S:19](=[O:36])(=[O:37])[NH:20][C:21]([C@@:23]1([NH2:28])[CH2:25][C@H:24]1[CH:26]=[CH2:27])=[O:22]. The catalyst class is: 2.